Dataset: Catalyst prediction with 721,799 reactions and 888 catalyst types from USPTO. Task: Predict which catalyst facilitates the given reaction. (1) Reactant: [NH2:1][CH:2]([C:11]1[CH:16]=[CH:15][CH:14]=[CH:13][C:12]=1[F:17])[C:3]([CH3:10])([CH3:9])[C:4]([O:6]CC)=[O:5]. Product: [NH2:1][CH:2]([C:11]1[CH:16]=[CH:15][CH:14]=[CH:13][C:12]=1[F:17])[C:3]([CH3:10])([CH3:9])[C:4]([OH:6])=[O:5]. The catalyst class is: 33. (2) Reactant: [CH2:1]([NH:3][C:4]1[N:9]=[C:8]([NH:10][CH3:11])[N:7]=[C:6]([NH:12][CH2:13][C:14]#[CH:15])[N:5]=1)[CH3:2].[OH:16][S:17]([OH:20])(=[O:19])=[O:18]. Product: [S:17]([OH:20])([OH:19])(=[O:18])=[O:16].[CH2:1]([NH:3][C:4]1[N:9]=[C:8]([NH:10][CH3:11])[N:7]=[C:6]([NH:12][CH2:13][C:14]#[CH:15])[N:5]=1)[CH3:2].[CH2:1]([NH:3][C:4]1[N:9]=[C:8]([NH:10][CH3:11])[N:7]=[C:6]([NH:12][CH2:13][C:14]#[CH:15])[N:5]=1)[CH3:2]. The catalyst class is: 12. (3) Reactant: [Br:1][C:2]1[C:3]([C:10]([O:12][CH3:13])=[O:11])=[N:4][C:5]([Cl:9])=[CH:6][C:7]=1Cl.[CH3:14][NH:15][CH:16]1[CH2:21][CH2:20][O:19][CH2:18][CH2:17]1. Product: [Br:1][C:2]1[C:3]([C:10]([O:12][CH3:13])=[O:11])=[N:4][C:5]([Cl:9])=[CH:6][C:7]=1[N:15]([CH3:14])[CH:16]1[CH2:21][CH2:20][O:19][CH2:18][CH2:17]1. The catalyst class is: 3. (4) Reactant: [Br:1][C:2]1[C:3]([NH2:9])=[N:4][CH:5]=[C:6]([Br:8])[CH:7]=1.[Cl:10][CH2:11][C:12](=O)[CH2:13][C:14]([O:16][CH3:17])=[O:15]. Product: [ClH:10].[Br:8][C:6]1[CH:7]=[C:2]([Br:1])[C:3]2[N:4]([CH:11]=[C:12]([CH2:13][C:14]([O:16][CH3:17])=[O:15])[N:9]=2)[CH:5]=1. The catalyst class is: 1. (5) Reactant: [NH2:1][C:2]1[C:7]([C:8]#[N:9])=[C:6]([NH:10][C@H:11]([C:13]2[N:18]([C:19]3[CH:24]=[CH:23][CH:22]=[CH:21][CH:20]=3)[C:17](=[O:25])[C:16]3=[C:26]([CH2:29][C:30]4[CH:35]=[CH:34][CH:33]=[C:32]([O:36]C)[CH:31]=4)[CH:27]=[CH:28][N:15]3[N:14]=2)[CH3:12])[N:5]=[CH:4][N:3]=1.B(Br)(Br)Br. Product: [NH2:1][C:2]1[C:7]([C:8]#[N:9])=[C:6]([NH:10][C@H:11]([C:13]2[N:18]([C:19]3[CH:20]=[CH:21][CH:22]=[CH:23][CH:24]=3)[C:17](=[O:25])[C:16]3=[C:26]([CH2:29][C:30]4[CH:35]=[CH:34][CH:33]=[C:32]([OH:36])[CH:31]=4)[CH:27]=[CH:28][N:15]3[N:14]=2)[CH3:12])[N:5]=[CH:4][N:3]=1. The catalyst class is: 4. (6) Reactant: [CH2:1]([O:8][C:9](=[O:38])[C@@H:10]([NH:30][C:31]([O:33][C:34]([CH3:37])([CH3:36])[CH3:35])=[O:32])[CH2:11][CH2:12][C:13](=O)[NH:14][C:15]1[CH:20]=[C:19]([CH3:21])[C:18]([CH3:22])=[CH:17][C:16]=1[NH:23][CH2:24][C:25]([CH3:28])([CH3:27])[CH3:26])[C:2]1[CH:7]=[CH:6][CH:5]=[CH:4][CH:3]=1. Product: [CH2:1]([O:8][C:9](=[O:38])[CH:10]([NH:30][C:31]([O:33][C:34]([CH3:37])([CH3:36])[CH3:35])=[O:32])[CH2:11][CH2:12][C:13]1[N:23]([CH2:24][C:25]([CH3:28])([CH3:27])[CH3:26])[C:16]2[CH:17]=[C:18]([CH3:22])[C:19]([CH3:21])=[CH:20][C:15]=2[N:14]=1)[C:2]1[CH:7]=[CH:6][CH:5]=[CH:4][CH:3]=1. The catalyst class is: 15. (7) Reactant: CCCC[N+](CCCC)(CCCC)CCCC.[F-].[CH2:19]([O:26][C:27]1[C:49]([O:50][CH3:51])=[CH:48][C:30]([C:31]([N:33]2[CH2:37][C:36](=[CH2:38])[CH2:35][C@H:34]2[CH2:39][O:40][Si](C(C)(C)C)(C)C)=[O:32])=[C:29]([N+:52]([O-:54])=[O:53])[CH:28]=1)[C:20]1[CH:25]=[CH:24][CH:23]=[CH:22][CH:21]=1.CCOC(C)=O.[NH4+].[Cl-]. Product: [CH2:19]([O:26][C:27]1[C:49]([O:50][CH3:51])=[CH:48][C:30]([C:31]([N:33]2[CH2:37][C:36](=[CH2:38])[CH2:35][C@H:34]2[CH2:39][OH:40])=[O:32])=[C:29]([N+:52]([O-:54])=[O:53])[CH:28]=1)[C:20]1[CH:21]=[CH:22][CH:23]=[CH:24][CH:25]=1. The catalyst class is: 116.